From a dataset of Reaction yield outcomes from USPTO patents with 853,638 reactions. Predict the reaction yield, written as a fraction of the theoretical maximum amount of product (1.0 means a 100% yield; for example, 0.34 means a 34% yield). (1) The reactants are [CH3:1][N:2]1[CH:6]=[C:5]([CH2:7][CH2:8][C:9]([O:11][CH3:12])=[O:10])[CH:4]=[N:3]1.[CH:13](OC)=[O:14].CC([O-])(C)C.[K+]. The catalyst is C1COCC1. The product is [CH:13]([CH:8]([CH2:7][C:5]1[CH:4]=[N:3][N:2]([CH3:1])[CH:6]=1)[C:9]([O:11][CH3:12])=[O:10])=[O:14]. The yield is 0.398. (2) The reactants are [NH2:1][C:2]1[CH:3]=[C:4]([C:10]2([CH3:24])[C:19](=[O:20])[C:18]3[C:13](=[C:14]([Br:22])[CH:15]=[C:16]([Br:21])[CH:17]=3)[NH:12][C:11]2=[O:23])[CH:5]=[CH:6][C:7]=1[O:8]C.B(Br)(Br)Br.CCCCCC. The catalyst is CCOC(C)=O. The product is [NH2:1][C:2]1[CH:3]=[C:4]([C:10]2([CH3:24])[C:19](=[O:20])[C:18]3[C:13](=[C:14]([Br:22])[CH:15]=[C:16]([Br:21])[CH:17]=3)[NH:12][C:11]2=[O:23])[CH:5]=[CH:6][C:7]=1[OH:8]. The yield is 0.520. (3) The reactants are [H-].[H-].[H-].[H-].[Li+].[Al+3].[F:7][C:8]1[C:9]([CH2:18][CH2:19][OH:20])=[C:10]([CH:14]=[CH:15][C:16]=1[F:17])[C:11](O)=[O:12]. The product is [F:7][C:8]1[C:16]([F:17])=[CH:15][CH:14]=[C:10]([CH2:11][OH:12])[C:9]=1[CH2:18][CH2:19][OH:20]. The catalyst is C1COCC1. The yield is 0.310. (4) The reactants are [Cl:1][C:2]1[CH:3]=[CH:4][C:5]([CH2:8][O:9][C:10]2[CH:15]=[CH:14][N:13]([C:16]3[CH:17]=[N:18][C:19](F)=[CH:20][CH:21]=3)[C:12](=[O:23])[CH:11]=2)=[N:6][CH:7]=1.[CH3:24][NH:25][C@@H:26]1[CH2:30][CH2:29][NH:28][CH2:27]1.C([O-])([O-])=O.[K+].[K+]. The catalyst is CN(C=O)C. The product is [Cl:1][C:2]1[CH:3]=[CH:4][C:5]([CH2:8][O:9][C:10]2[CH:15]=[CH:14][N:13]([C:16]3[CH:17]=[N:18][C:19]([N:28]4[CH2:29][CH2:30][C@@H:26]([NH:25][CH3:24])[CH2:27]4)=[CH:20][CH:21]=3)[C:12](=[O:23])[CH:11]=2)=[N:6][CH:7]=1. The yield is 0.200. (5) The reactants are Cl.[N:2]1[CH:7]=[CH:6][CH:5]=[C:4]([CH2:8][C:9]([OH:11])=O)[CH:3]=1.[P:12]([OH:15])([OH:14])[OH:13].N1C=CC=C(CC(O)=O)C=1.[OH:26][PH:27]([OH:29])=[O:28].P(Cl)(Cl)(Cl)=O. The catalyst is O.C1(C)C=CC=CC=1. The product is [CH:6]1[CH:7]=[N:2][CH:3]=[C:4]([CH2:8][C:9]([P:27]([OH:29])([OH:28])=[O:26])([P:12]([OH:15])([OH:14])=[O:13])[OH:11])[CH:5]=1. The yield is 0.560. (6) The reactants are [Cl:1][C:2]1[C:7]([CH:8]([CH3:10])[CH3:9])=[CH:6][C:5]([OH:11])=[C:4]([CH3:12])[CH:3]=1.[Cl-].[Mg+2].[Cl-].C(N(CC)CC)C.[CH2:23]=[O:24]. The catalyst is C(#N)C.O. The product is [Cl:1][C:2]1[C:7]([CH:8]([CH3:9])[CH3:10])=[C:6]([C:5]([OH:11])=[C:4]([CH3:12])[CH:3]=1)[CH:23]=[O:24]. The yield is 0.320.